Dataset: Full USPTO retrosynthesis dataset with 1.9M reactions from patents (1976-2016). Task: Predict the reactants needed to synthesize the given product. (1) The reactants are: [CH3:1][C:2]1[NH:3][C:4]([CH3:24])=[C:5]([C:20]([O:22][CH3:23])=[O:21])[CH:6]([C:11]2[CH:16]=[CH:15][CH:14]=[C:13]([N+:17]([O-:19])=[O:18])[CH:12]=2)[C:7]=1[C:8](O)=[O:9].CN(C=O)C.S(Cl)([Cl:32])=O. Given the product [CH3:1][C:2]1[NH:3][C:4]([CH3:24])=[C:5]([C:20]([O:22][CH3:23])=[O:21])[CH:6]([C:11]2[CH:16]=[CH:15][CH:14]=[C:13]([N+:17]([O-:19])=[O:18])[CH:12]=2)[C:7]=1[C:8]([Cl:32])=[O:9], predict the reactants needed to synthesize it. (2) Given the product [C:22]([O:21][C:19]([NH:18][CH2:17][CH2:16][NH:15][C:13](=[O:14])[CH2:12][CH2:11][NH2:10])=[O:20])([CH3:25])([CH3:23])[CH3:24], predict the reactants needed to synthesize it. The reactants are: C(OC(=O)[NH:10][CH2:11][CH2:12][C:13]([NH:15][CH2:16][CH2:17][NH:18][C:19]([O:21][C:22]([CH3:25])([CH3:24])[CH3:23])=[O:20])=[O:14])C1C=CC=CC=1. (3) Given the product [Cl:2][C:3]1[CH:4]=[C:5]([N:9]2[C:13]([CH2:14][NH:15][C:33]([NH:32][C:29]3[CH:28]=[CH:27][C:26]([C:22]([OH:25])([CH2:21][OH:20])[CH2:23][OH:24])=[CH:31][CH:30]=3)=[O:34])=[CH:12][C:11]([C:16]([F:17])([F:18])[F:19])=[N:10]2)[CH:6]=[CH:7][CH:8]=1, predict the reactants needed to synthesize it. The reactants are: Cl.[Cl:2][C:3]1[CH:4]=[C:5]([N:9]2[C:13]([CH2:14][NH2:15])=[CH:12][C:11]([C:16]([F:19])([F:18])[F:17])=[N:10]2)[CH:6]=[CH:7][CH:8]=1.[OH:20][CH2:21][C:22]([C:26]1[CH:31]=[CH:30][C:29]([NH:32][C:33](=O)[O:34]C2C=CC=CC=2)=[CH:28][CH:27]=1)([OH:25])[CH2:23][OH:24]. (4) The reactants are: [CH3:1][C:2]1[C:7]([NH2:8])=[CH:6][N:5]=[C:4]([S:9][CH3:10])[N:3]=1.[OH:11][C:12](=[C:17]1C(=O)OC(C)(C)[O:19][C:18]1=O)[CH2:13][C:14](=O)[CH3:15].Cl.[F:28][C:29]1[CH:36]=[C:35]([F:37])[CH:34]=[CH:33][C:30]=1[CH2:31]Br.C(=O)([O-])[O-].[K+].[K+]. Given the product [F:28][C:29]1[CH:36]=[C:35]([F:37])[CH:34]=[CH:33][C:30]=1[CH2:31][O:11][C:12]1[CH:13]=[C:14]([CH3:15])[N:8]([C:7]2[C:2]([CH3:1])=[N:3][C:4]([S:9][CH3:10])=[N:5][CH:6]=2)[C:18](=[O:19])[CH:17]=1, predict the reactants needed to synthesize it. (5) Given the product [C:1]([O:5][C:6]([N:8]([CH2:35][C@H:36]([OH:43])[C:37]1[CH:38]=[N:39][CH:40]=[CH:41][CH:42]=1)[CH2:9][CH2:10][C:11]1[CH:16]=[CH:15][C:14]([C:17]2[CH:22]=[CH:21][C:20]([C:23]([OH:25])=[O:24])=[C:19]([O:27][CH:28]3[CH2:29][CH2:30][CH2:31][CH2:32][CH2:33][CH2:34]3)[CH:18]=2)=[CH:13][CH:12]=1)=[O:7])([CH3:4])([CH3:2])[CH3:3], predict the reactants needed to synthesize it. The reactants are: [C:1]([O:5][C:6]([N:8]([CH2:35][C@H:36]([OH:43])[C:37]1[CH:38]=[N:39][CH:40]=[CH:41][CH:42]=1)[CH2:9][CH2:10][C:11]1[CH:16]=[CH:15][C:14]([C:17]2[CH:22]=[CH:21][C:20]([C:23]([O:25]C)=[O:24])=[C:19]([O:27][CH:28]3[CH2:34][CH2:33][CH2:32][CH2:31][CH2:30][CH2:29]3)[CH:18]=2)=[CH:13][CH:12]=1)=[O:7])([CH3:4])([CH3:3])[CH3:2].[OH-].[Na+]. (6) Given the product [CH2:1]([S:12][C:6]1[CH:7]=[CH:8][C:9]([F:11])=[CH:10][C:5]=1[NH2:4])[CH3:2], predict the reactants needed to synthesize it. The reactants are: [CH2:1](I)[CH3:2].[NH2:4][C:5]1[CH:10]=[C:9]([F:11])[CH:8]=[CH:7][C:6]=1[SH:12].C(=O)([O-])[O-].[Cs+].[Cs+].C(OCC)(=O)C.